This data is from Full USPTO retrosynthesis dataset with 1.9M reactions from patents (1976-2016). The task is: Predict the reactants needed to synthesize the given product. (1) Given the product [F:17][C:18]([F:37])([F:36])[S:19]([O:14][C:11]1[CH2:10][CH2:9][C:8]([C:3]2[C:2]([Cl:1])=[CH:7][CH:6]=[CH:5][N:4]=2)([O:15][CH3:16])[CH2:13][CH:12]=1)(=[O:21])=[O:20], predict the reactants needed to synthesize it. The reactants are: [Cl:1][C:2]1[C:3]([C:8]2([O:15][CH3:16])[CH2:13][CH2:12][C:11](=[O:14])[CH2:10][CH2:9]2)=[N:4][CH:5]=[CH:6][CH:7]=1.[F:17][C:18]([F:37])([F:36])[S:19](N(C1C=CC=CC=1)[S:19]([C:18]([F:37])([F:36])[F:17])(=[O:21])=[O:20])(=[O:21])=[O:20].C[Si]([N-][Si](C)(C)C)(C)C.[Li+]. (2) Given the product [CH2:1]([N:8]1[CH2:9][CH:10]2[CH2:15][O:16][CH2:13][CH:11]2[CH2:12]1)[C:2]1[CH:3]=[CH:4][CH:5]=[CH:6][CH:7]=1, predict the reactants needed to synthesize it. The reactants are: [CH2:1]([N:8]1[CH2:12][CH:11]([CH2:13]O)[CH:10]([CH2:15][OH:16])[CH2:9]1)[C:2]1[CH:7]=[CH:6][CH:5]=[CH:4][CH:3]=1.O.C1(C)C=CC(S(O)(=O)=O)=CC=1.[OH-].[Na+]. (3) The reactants are: [CH:1]([N:14]1[CH2:19][CH2:18][N:17]([C:20]2[CH:25]=[CH:24][C:23]([NH2:26])=[CH:22][C:21]=2[F:27])[CH2:16][CH2:15]1)([C:8]1[CH:13]=[CH:12][CH:11]=[CH:10][CH:9]=1)[C:2]1[CH:7]=[CH:6][CH:5]=[CH:4][CH:3]=1.[CH3:28][C:29]1[C:33]([N:34]=[C:35]=[O:36])=[C:32]([CH3:37])[O:31][N:30]=1. Given the product [CH:1]([N:14]1[CH2:19][CH2:18][N:17]([C:20]2[CH:25]=[CH:24][C:23]([NH:26][C:35]([NH:34][C:33]3[C:29]([CH3:28])=[N:30][O:31][C:32]=3[CH3:37])=[O:36])=[CH:22][C:21]=2[F:27])[CH2:16][CH2:15]1)([C:2]1[CH:7]=[CH:6][CH:5]=[CH:4][CH:3]=1)[C:8]1[CH:9]=[CH:10][CH:11]=[CH:12][CH:13]=1, predict the reactants needed to synthesize it. (4) Given the product [CH3:37][O:36][CH2:35][CH2:34][O:33][C@@H:22]1[C@H:21]([OH:38])[C@@H:20]([CH2:19][OH:18])[S:24][C@H:23]1[N:25]1[CH:32]=[CH:31][C:29](=[O:30])[NH:28][C:26]1=[O:27], predict the reactants needed to synthesize it. The reactants are: [Si]([O:18][CH2:19][C@H:20]1[S:24][C@@H:23]([N:25]2[CH:32]=[CH:31][C:29](=[O:30])[NH:28][C:26]2=[O:27])[C@H:22]([O:33][CH2:34][CH2:35][O:36][CH3:37])[C@@H:21]1[OH:38])(C(C)(C)C)(C1C=CC=CC=1)C1C=CC=CC=1.C(O)(=O)C. (5) Given the product [N:6]1[C:5]2[CH:7]=[CH:8][CH:9]=[CH:10][C:4]=2[NH:3][C:2]=1[NH:15][C:14]1[CH:16]=[CH:17][C:18]([F:19])=[C:12]([F:11])[CH:13]=1, predict the reactants needed to synthesize it. The reactants are: Cl[C:2]1[NH:3][C:4]2[CH:10]=[CH:9][CH:8]=[CH:7][C:5]=2[N:6]=1.[F:11][C:12]1[CH:13]=[C:14]([CH:16]=[CH:17][C:18]=1[F:19])[NH2:15]. (6) Given the product [CH3:39][C:17]1[C:18]([O:22][CH2:23][C:24]2[S:25][C:26]([C:35]([F:38])([F:37])[F:36])=[C:27]([C:29]3[CH:30]=[CH:31][CH:32]=[CH:33][CH:34]=3)[CH:28]=2)=[CH:19][CH:20]=[C:21]2[C:16]=1[CH2:15][CH2:14][N:13]2[C:11](=[O:12])[CH2:10][NH:9][CH2:8][CH2:7][C:6]([OH:47])=[O:5], predict the reactants needed to synthesize it. The reactants are: C([O:5][C:6](=[O:47])[CH2:7][CH2:8][N:9](C(OC(C)(C)C)=O)[CH2:10][C:11]([N:13]1[C:21]2[C:16](=[C:17]([CH3:39])[C:18]([O:22][CH2:23][C:24]3[S:25][C:26]([C:35]([F:38])([F:37])[F:36])=[C:27]([C:29]4[CH:34]=[CH:33][CH:32]=[CH:31][CH:30]=4)[CH:28]=3)=[CH:19][CH:20]=2)[CH2:15][CH2:14]1)=[O:12])(C)(C)C.Cl.O1CCOCC1. (7) Given the product [CH2:6]=[CH:1][CH:2]=[CH2:3].[C:24](#[N:27])[CH:25]=[CH2:26].[C:28]([O:35][CH2:36][CH2:37][CH2:38][CH3:39])(=[O:34])/[CH:29]=[CH:30]\[C:31]([O-:33])=[O:32].[C:24](#[N:27])[CH:25]=[CH2:26].[CH2:40]=[CH:41][CH:43]=[CH2:44].[C:28]([O:35][CH2:36][CH2:37][CH2:38][CH3:39])(=[O:34])/[CH:29]=[CH:30]\[C:31]([O-:33])=[O:32], predict the reactants needed to synthesize it. The reactants are: [C:1]1(S(OCCCCCCCCCCCC)(=O)=O)[CH:6]=CC=[CH:3][CH:2]=1.[Na].[C:24](#[N:27])[CH:25]=[CH2:26].[C:28]([O:35][CH2:36][CH2:37][CH2:38][CH3:39])(=[O:34])/[CH:29]=[CH:30]\[C:31]([O-:33])=[O:32].[CH3:40][CH:41]([C:43]([C:41]([C:43](S)(C)[CH3:44])(C)[CH3:40])(C)[CH3:44])C.C=CC=C.[O-]O.C1(C(C)C)C=CC=CC=1.C1(C=CC(O)=CC=1)O.